Predict which catalyst facilitates the given reaction. From a dataset of Catalyst prediction with 721,799 reactions and 888 catalyst types from USPTO. (1) Reactant: [C:1]([O:5][C:6]([N:8]1[CH2:12][CH2:11][CH2:10][C:9]1([CH2:16][OH:17])[C:13]([OH:15])=O)=[O:7])([CH3:4])([CH3:3])[CH3:2].CCN(C(C)C)C(C)C.[Si:27]([O:34][CH:35]([CH3:44])[CH:36]([C:38]1[N:43]=CC=CN=1)[NH2:37])([C:30]([CH3:33])([CH3:32])[CH3:31])([CH3:29])[CH3:28].C[N:46]([C:48]([O:52]N1N=NC2C=CC=NC1=2)=[N+](C)C)C.F[P-](F)(F)(F)(F)F. Product: [Si:27]([O:34][C@@H:35]([CH3:44])[C@@H:36]([NH:37][C:13]([C:9]1([CH2:16][OH:17])[CH2:10][CH2:11][CH2:12][N:8]1[C:6]([O:5][C:1]([CH3:2])([CH3:3])[CH3:4])=[O:7])=[O:15])[C:38]1[O:52][CH:48]=[N:46][N:43]=1)([C:30]([CH3:31])([CH3:32])[CH3:33])([CH3:28])[CH3:29]. The catalyst class is: 2. (2) Reactant: F[C:2]1[CH:9]=[CH:8][C:5]([CH:6]=[O:7])=[CH:4][CH:3]=1.[N:10]1([C:17](=[O:19])[CH3:18])[CH2:16][CH2:15][CH2:14][NH:13][CH2:12][CH2:11]1.C([O-])([O-])=O.[K+].[K+]. Product: [C:17]([N:10]1[CH2:16][CH2:15][CH2:14][N:13]([C:2]2[CH:9]=[CH:8][C:5]([CH:6]=[O:7])=[CH:4][CH:3]=2)[CH2:12][CH2:11]1)(=[O:19])[CH3:18]. The catalyst class is: 18. (3) Reactant: [CH3:1][O:2][C:3]([C:5]1[S:14][C:8]2=[N:9][C:10]([CH3:13])=[CH:11][CH:12]=[C:7]2[C:6]=1[OH:15])=[O:4].[H-].[Na+].[C:18]([O:22][C:23](=[O:26])[CH2:24]Br)([CH3:21])([CH3:20])[CH3:19]. Product: [CH3:1][O:2][C:3]([C:5]1[S:14][C:8]2=[N:9][C:10]([CH3:13])=[CH:11][CH:12]=[C:7]2[C:6]=1[O:15][CH2:24][C:23]([O:22][C:18]([CH3:21])([CH3:20])[CH3:19])=[O:26])=[O:4]. The catalyst class is: 3. (4) Reactant: [CH2:1]([O:8][C:9]1[C:14]2[C:15]([NH2:18])=[N:16][NH:17][C:13]=2[CH:12]=[CH:11][N:10]=1)[C:2]1[CH:7]=[CH:6][CH:5]=[CH:4][CH:3]=1.[C:19](#[N:23])/[CH:20]=[CH:21]/[CH3:22].C1CCN2C(=NCCC2)CC1. Product: [NH2:18][C:15]1[C:14]2[C:9]([O:8][CH2:1][C:2]3[CH:3]=[CH:4][CH:5]=[CH:6][CH:7]=3)=[N:10][CH:11]=[CH:12][C:13]=2[N:17]([CH:21]([CH3:22])[CH2:20][C:19]#[N:23])[N:16]=1. The catalyst class is: 10.